From a dataset of Catalyst prediction with 721,799 reactions and 888 catalyst types from USPTO. Predict which catalyst facilitates the given reaction. (1) Reactant: [NH2:1][CH2:2][CH2:3][CH2:4][CH2:5][CH2:6][C:7]([OH:9])=[O:8].[OH-].[Na+:11]. Product: [Na+:11].[NH2:1][CH2:2][CH2:3][CH2:4][CH2:5][CH2:6][C:7]([O-:9])=[O:8]. The catalyst class is: 6. (2) Reactant: [OH:1][C:2]1[CH:3]=[C:4]2[C:8](=[CH:9][CH:10]=1)[NH:7][C:6]([C:11]([O:13][CH2:14][CH3:15])=[O:12])=[CH:5]2.[C:16](OC(=O)C)(=[O:18])[CH3:17]. Product: [C:16]([O:1][C:2]1[CH:3]=[C:4]2[C:8](=[CH:9][CH:10]=1)[NH:7][C:6]([C:11]([O:13][CH2:14][CH3:15])=[O:12])=[CH:5]2)(=[O:18])[CH3:17]. The catalyst class is: 277. (3) Reactant: [C:12]([O:11][C:9](O[C:9]([O:11][C:12]([CH3:15])([CH3:14])[CH3:13])=[O:10])=[O:10])([CH3:15])([CH3:14])[CH3:13].[NH2:16][C:17]1[CH:21]=[CH:20][S:19][C:18]=1[C:22]([O:24][CH3:25])=[O:23]. Product: [CH3:25][O:24][C:22]([C:18]1[S:19][CH:20]=[CH:21][C:17]=1[NH:16][C:9]([O:11][C:12]([CH3:13])([CH3:14])[CH3:15])=[O:10])=[O:23]. The catalyst class is: 119.